From a dataset of TCR-epitope binding with 47,182 pairs between 192 epitopes and 23,139 TCRs. Binary Classification. Given a T-cell receptor sequence (or CDR3 region) and an epitope sequence, predict whether binding occurs between them. (1) The epitope is FQPTNGVGY. The TCR CDR3 sequence is CASSGSWGFTDTQYF. Result: 1 (the TCR binds to the epitope). (2) The epitope is YLDAYNMMI. The TCR CDR3 sequence is CASSHGDLQGRNIQYF. Result: 1 (the TCR binds to the epitope).